This data is from Full USPTO retrosynthesis dataset with 1.9M reactions from patents (1976-2016). The task is: Predict the reactants needed to synthesize the given product. (1) Given the product [C:15]1([CH3:25])[CH:20]=[CH:19][C:18]([S:21]([O:9][CH2:8]/[CH:7]=[CH:6]/[CH2:5][O:4][S:21]([C:18]2[CH:19]=[CH:20][C:15]([CH3:25])=[CH:16][CH:17]=2)(=[O:22])=[O:13])(=[O:23])=[O:22])=[CH:17][CH:16]=1, predict the reactants needed to synthesize it. The reactants are: C([O:4][CH2:5][CH:6]=[CH:7][CH2:8][O:9]C(=O)C)(=O)C.[OH-:13].[Na+].[C:15]1([CH3:25])[CH:20]=[CH:19][C:18]([S:21](Cl)(=[O:23])=[O:22])=[CH:17][CH:16]=1. (2) Given the product [F:51][C:52]1[CH:57]=[C:56]([F:58])[CH:55]=[CH:54][C:53]=1[NH:59][C:60](=[O:61])[NH:32][C:33]1[CH:34]=[CH:35][C:36]([C:39]2[O:43][C:42]([CH2:44][CH2:45][CH2:46][C:47]([O:49][CH3:50])=[O:48])=[N:41][N:40]=2)=[CH:37][CH:38]=1, predict the reactants needed to synthesize it. The reactants are: FC(F)(F)C1C=C(NC(=O)NC2C=CC(C3SC(CCC(OC)=O)=NC=3)=CC=2)C=CC=1.[NH2:32][C:33]1[CH:38]=[CH:37][C:36]([C:39]2[O:43][C:42]([CH2:44][CH2:45][CH2:46][C:47]([O:49][CH3:50])=[O:48])=[N:41][N:40]=2)=[CH:35][CH:34]=1.[F:51][C:52]1[CH:57]=[C:56]([F:58])[CH:55]=[CH:54][C:53]=1[N:59]=[C:60]=[O:61]. (3) Given the product [N:1]1[CH:6]=[CH:5][CH:4]=[C:3]([NH:7][C:8]2([C:14]([NH2:15])=[O:16])[CH2:13][CH2:12][CH2:11][CH2:10][CH2:9]2)[CH:2]=1, predict the reactants needed to synthesize it. The reactants are: [N:1]1[CH:6]=[CH:5][CH:4]=[C:3]([NH:7][C:8]2([C:14]#[N:15])[CH2:13][CH2:12][CH2:11][CH2:10][CH2:9]2)[CH:2]=1.[OH-:16].[Na+]. (4) The reactants are: [F:1][C:2]1[CH:7]=[CH:6][C:5]([O:8][CH3:9])=[CH:4][C:3]=1[C:10]1[CH:11]=[CH:12][C:13]([CH2:21]O)=[N:14][C:15]=1[O:16][CH2:17][CH:18]([CH3:20])[CH3:19].[C:23]1(=[O:33])[NH:27][C:26](=[O:28])[C:25]2=[CH:29][CH:30]=[CH:31][CH:32]=[C:24]12.C1(P(C2C=CC=CC=2)C2C=CC=CC=2)C=CC=CC=1.N(C(OCC)=O)=NC(OCC)=O. Given the product [F:1][C:2]1[CH:7]=[CH:6][C:5]([O:8][CH3:9])=[CH:4][C:3]=1[C:10]1[CH:11]=[CH:12][C:13]([CH2:21][N:27]2[C:23](=[O:33])[C:24]3[C:25](=[CH:29][CH:30]=[CH:31][CH:32]=3)[C:26]2=[O:28])=[N:14][C:15]=1[O:16][CH2:17][CH:18]([CH3:19])[CH3:20], predict the reactants needed to synthesize it. (5) Given the product [CH3:1][C@:2]1([NH:21][C:22]2[CH:27]=[N:26][C:25]([C:28]([F:30])([F:29])[F:31])=[CH:24][N:23]=2)[CH2:6][CH2:5][CH2:4][C@@H:3]1[NH:7][C:8]([C:10]1[C:15]([O:52][C:51]([F:63])([F:62])[F:50])=[CH:14][CH:13]=[CH:12][N:11]=1)=[O:9], predict the reactants needed to synthesize it. The reactants are: [CH3:1][C@:2]1([NH:21][C:22]2[CH:27]=[N:26][C:25]([C:28]([F:31])([F:30])[F:29])=[CH:24][N:23]=2)[CH2:6][CH2:5][CH2:4][C@@H:3]1[NH:7][C:8]([C:10]1[C:15](N2N=CC=N2)=[CH:14][CH:13]=[CH:12][N:11]=1)=[O:9].C[C@]1(NC2C=NC(C(F)(F)F)=CN=2)CCC[C@@H]1N.[F:50][C:51]([F:63])([F:62])[O:52]C1C(C(O)=O)=NC=CC=1.C(N(CC)CC)C. (6) Given the product [F:3][C:4]1[CH:9]=[CH:8][CH:7]=[C:6]([N+:10]([O-:12])=[O:11])[C:5]=1[C:13]1([C:14]([O:16][CH3:17])=[O:15])[CH2:21][CH2:20][CH2:19]1, predict the reactants needed to synthesize it. The reactants are: [H-].[Na+].[F:3][C:4]1[CH:9]=[CH:8][CH:7]=[C:6]([N+:10]([O-:12])=[O:11])[C:5]=1[CH2:13][C:14]([O:16][CH3:17])=[O:15].Br[CH2:19][CH2:20][CH2:21]Br.[Cl-].[NH4+]. (7) Given the product [ClH:24].[CH3:1][O:2][C:3]1[CH:4]=[C:5]2[C:10](=[CH:11][C:12]=1[O:13][CH3:14])[N:9]=[CH:8][CH:7]=[C:6]2[O:15][C:16]1[CH:21]=[CH:20][C:19]([CH3:22])=[C:18]([CH3:23])[CH:17]=1, predict the reactants needed to synthesize it. The reactants are: [CH3:1][O:2][C:3]1[CH:4]=[C:5]2[C:10](=[CH:11][C:12]=1[O:13][CH3:14])[N:9]=[CH:8][CH:7]=[C:6]2[O:15][C:16]1[CH:21]=[CH:20][C:19]([CH3:22])=[C:18]([CH3:23])[CH:17]=1.[ClH:24].CO.